From a dataset of Full USPTO retrosynthesis dataset with 1.9M reactions from patents (1976-2016). Predict the reactants needed to synthesize the given product. (1) Given the product [F:7][C:8]1[C:16]([OH:3])=[C:15]([CH3:18])[CH:14]=[C:13]([N+:19]([O-:21])=[O:20])[C:9]=1[C:10]([OH:12])=[O:11], predict the reactants needed to synthesize it. The reactants are: C[Si](C)(C)[O-:3].[K+].[F:7][C:8]1[C:16](F)=[C:15]([CH3:18])[CH:14]=[C:13]([N+:19]([O-:21])=[O:20])[C:9]=1[C:10]([OH:12])=[O:11]. (2) Given the product [Cl:25][C:26]1[CH:35]=[CH:34][CH:33]=[C:32]2[C:27]=1[CH2:28][CH2:29][CH2:30][CH:31]2[N:13]1[C:14](=[O:22])[C:15]([C:17]([O:19][CH2:20][CH3:21])=[O:18])=[CH:16][N:11]([C:9]2[CH:8]=[CH:7][C:6]3[N:2]([CH3:1])[C:3](=[O:24])[O:4][C:5]=3[CH:10]=2)[C:12]1=[O:23], predict the reactants needed to synthesize it. The reactants are: [CH3:1][N:2]1[C:6]2[CH:7]=[CH:8][C:9]([N:11]3[CH:16]=[C:15]([C:17]([O:19][CH2:20][CH3:21])=[O:18])[C:14](=[O:22])[NH:13][C:12]3=[O:23])=[CH:10][C:5]=2[O:4][C:3]1=[O:24].[Cl:25][C:26]1[CH:35]=[CH:34][CH:33]=[C:32]2[C:27]=1[CH2:28][CH2:29][CH2:30][CH:31]2O.C1(P(C2C=CC=CC=2)C2C=CC=CC=2)C=CC=CC=1.CC(OC(/N=N/C(OC(C)C)=O)=O)C.Cl. (3) Given the product [BrH:1].[NH2:21][C:14]1[N:15]([CH2:16][C:17]([CH3:20])([OH:19])[CH3:18])[C:11]2[C:10]3[CH:9]=[CH:8][CH:7]=[CH:6][C:5]=3[N:4]=[C:3]([NH2:22])[C:12]=2[N:13]=1, predict the reactants needed to synthesize it. The reactants are: [BrH:1].Cl[C:3]1[C:12]2[N:13]=[C:14]([NH2:21])[N:15]([CH2:16][C:17]([CH3:20])([OH:19])[CH3:18])[C:11]=2[C:10]2[CH:9]=[CH:8][CH:7]=[CH:6][C:5]=2[N:4]=1.[NH3:22]. (4) Given the product [CH2:14]([C:2]1[CH:3]=[N:4][C:5]2[C:10]([CH:11]=1)=[CH:9][CH:8]=[CH:7][CH:6]=2)[CH:13]=[CH2:12], predict the reactants needed to synthesize it. The reactants are: Br[C:2]1[CH:3]=[N:4][C:5]2[C:10]([CH:11]=1)=[CH:9][CH:8]=[CH:7][CH:6]=2.[CH2:12]([Li])[CH2:13][CH2:14]C.C(Br)C=C.[Cl-].[NH4+]. (5) Given the product [CH3:5][O:4][CH2:3][C@H:2]([O:6][C:10]1[N:15]=[C:14]([C:16]([NH:18][CH2:19][C:20]([F:21])([F:22])[F:23])=[O:17])[CH:13]=[C:12]([S:24][CH3:25])[N:11]=1)[CH3:1], predict the reactants needed to synthesize it. The reactants are: [CH3:1][C@@H:2]([OH:6])[CH2:3][O:4][CH3:5].[H-].[Na+].Cl[C:10]1[N:15]=[C:14]([C:16]([NH:18][CH2:19][C:20]([F:23])([F:22])[F:21])=[O:17])[CH:13]=[C:12]([S:24][CH3:25])[N:11]=1.CCOC(C)=O. (6) Given the product [N:3]1[CH:4]=[CH:5][N:6]=[CH:7][C:2]=1[NH:1][C:17]([NH2:16])=[S:18], predict the reactants needed to synthesize it. The reactants are: [NH2:1][C:2]1[CH:7]=[N:6][CH:5]=[CH:4][N:3]=1.C([N:16]=[C:17]=[S:18])(=O)C1C=CC=CC=1. (7) Given the product [C:19]([O:18][C:16]([N:13]1[CH2:14][CH2:15][C:9]2([O:8][N:7]=[C:6]([C:4]([OH:5])=[O:3])[CH2:10]2)[CH2:11][CH2:12]1)=[O:17])([CH3:22])([CH3:20])[CH3:21], predict the reactants needed to synthesize it. The reactants are: C([O:3][C:4]([C:6]1[CH2:10][C:9]2([CH2:15][CH2:14][N:13]([C:16]([O:18][C:19]([CH3:22])([CH3:21])[CH3:20])=[O:17])[CH2:12][CH2:11]2)[O:8][N:7]=1)=[O:5])C.O.[OH-].[Li+].